From a dataset of Catalyst prediction with 721,799 reactions and 888 catalyst types from USPTO. Predict which catalyst facilitates the given reaction. Reactant: C(=O)([O-])[O-].[K+].[K+].[CH2:7]([N:9]=[C:10]=[O:11])[CH3:8].[Cl:12][C:13]1[C:14]([O:20][C:21]2[CH:25]=[C:24]([CH3:26])[NH:23][N:22]=2)=[N:15][CH:16]=[C:17]([Cl:19])[CH:18]=1.Cl. Product: [CH2:7]([NH:9][C:10]([N:23]1[C:24]([CH3:26])=[CH:25][C:21]([O:20][C:14]2[C:13]([Cl:12])=[CH:18][C:17]([Cl:19])=[CH:16][N:15]=2)=[N:22]1)=[O:11])[CH3:8]. The catalyst class is: 13.